From a dataset of Reaction yield outcomes from USPTO patents with 853,638 reactions. Predict the reaction yield, written as a fraction of the theoretical maximum amount of product (1.0 means a 100% yield; for example, 0.34 means a 34% yield). The reactants are [OH:1][C:2]1[C:9]([CH3:10])=[C:8]([CH3:11])[C:5]([CH:6]=[O:7])=[C:4]([CH3:12])[C:3]=1[CH3:13].[H-].[Na+].Br[CH2:17][C:18]#[C:19][CH2:20][CH3:21].Cl. The catalyst is CN(C)C=O. The product is [CH3:12][C:4]1[C:3]([CH3:13])=[C:2]([O:1][CH2:17][C:18]#[C:19][CH2:20][CH3:21])[C:9]([CH3:10])=[C:8]([CH3:11])[C:5]=1[CH:6]=[O:7]. The yield is 0.940.